From a dataset of Peptide-MHC class I binding affinity with 185,985 pairs from IEDB/IMGT. Regression. Given a peptide amino acid sequence and an MHC pseudo amino acid sequence, predict their binding affinity value. This is MHC class I binding data. (1) The peptide sequence is WAIQCYTGV. The MHC is HLA-A03:01 with pseudo-sequence HLA-A03:01. The binding affinity (normalized) is 0.0847. (2) The peptide sequence is QRNGRIDRY. The MHC is HLA-A02:06 with pseudo-sequence HLA-A02:06. The binding affinity (normalized) is 0.0847. (3) The peptide sequence is WLKEKHEEL. The MHC is HLA-A24:02 with pseudo-sequence HLA-A24:02. The binding affinity (normalized) is 0.0847. (4) The peptide sequence is YAMMSLFDM. The MHC is HLA-B07:02 with pseudo-sequence HLA-B07:02. The binding affinity (normalized) is 0.0925. (5) The peptide sequence is GLCAHILLY. The binding affinity (normalized) is 0.254. The MHC is HLA-A68:01 with pseudo-sequence HLA-A68:01.